From a dataset of NCI-60 drug combinations with 297,098 pairs across 59 cell lines. Regression. Given two drug SMILES strings and cell line genomic features, predict the synergy score measuring deviation from expected non-interaction effect. (1) Drug 1: CC12CCC(CC1=CCC3C2CCC4(C3CC=C4C5=CN=CC=C5)C)O. Drug 2: C1CNP(=O)(OC1)N(CCCl)CCCl. Cell line: MDA-MB-231. Synergy scores: CSS=7.79, Synergy_ZIP=-0.541, Synergy_Bliss=0.616, Synergy_Loewe=-2.92, Synergy_HSA=0.0413. (2) Drug 1: C1CCC(C1)C(CC#N)N2C=C(C=N2)C3=C4C=CNC4=NC=N3. Drug 2: CNC(=O)C1=NC=CC(=C1)OC2=CC=C(C=C2)NC(=O)NC3=CC(=C(C=C3)Cl)C(F)(F)F. Cell line: SK-OV-3. Synergy scores: CSS=15.9, Synergy_ZIP=-5.87, Synergy_Bliss=-6.07, Synergy_Loewe=-15.1, Synergy_HSA=-5.81.